This data is from TCR-epitope binding with 47,182 pairs between 192 epitopes and 23,139 TCRs. The task is: Binary Classification. Given a T-cell receptor sequence (or CDR3 region) and an epitope sequence, predict whether binding occurs between them. (1) The epitope is FLYALALLL. The TCR CDR3 sequence is CASSSTGYNEQFF. Result: 0 (the TCR does not bind to the epitope). (2) The epitope is RAKFKQLL. The TCR CDR3 sequence is CASSLIALGNTEAFF. Result: 1 (the TCR binds to the epitope). (3) The epitope is YYRRATRRIR. The TCR CDR3 sequence is CSVEEGLAGVPEQFF. Result: 1 (the TCR binds to the epitope). (4) The epitope is RLRAEAQVK. The TCR CDR3 sequence is CASRHRGAPSYEQYF. Result: 1 (the TCR binds to the epitope). (5) The epitope is IVTDFSVIK. The TCR CDR3 sequence is CAWSEDLVSQYF. Result: 1 (the TCR binds to the epitope). (6) The epitope is FLLNKEMYL. The TCR CDR3 sequence is CASSTDRNQPQHF. Result: 0 (the TCR does not bind to the epitope). (7) The epitope is AMFWSVPTV. The TCR CDR3 sequence is CASSKLGGAGTGELFF. Result: 0 (the TCR does not bind to the epitope). (8) The epitope is HPKVSSEVHI. The TCR CDR3 sequence is CASSEPAGVGETQYF. Result: 0 (the TCR does not bind to the epitope). (9) The epitope is FLASKIGRLV. The TCR CDR3 sequence is CASGLLPENTEAFF. Result: 0 (the TCR does not bind to the epitope).